From a dataset of Reaction yield outcomes from USPTO patents with 853,638 reactions. Predict the reaction yield, written as a fraction of the theoretical maximum amount of product (1.0 means a 100% yield; for example, 0.34 means a 34% yield). (1) The reactants are [Br:1][C:2]1[CH:3]=[C:4]([CH:7]=O)[S:5][CH:6]=1.O1CCCC1.[CH3:14][NH2:15].CO. The catalyst is CO. The product is [Br:1][C:2]1[CH:3]=[C:4]([CH2:7][NH:15][CH3:14])[S:5][CH:6]=1. The yield is 0.980. (2) The reactants are [C:1]([O:5][C:6]([N:8]1[CH2:12][CH2:11][C:10](=[O:13])[CH2:9]1)=[O:7])([CH3:4])([CH3:3])[CH3:2].[Cl:14][C:15]1[CH:20]=[CH:19][C:18]([Mg]Br)=[CH:17][CH:16]=1. The catalyst is C1COCC1. The product is [C:1]([O:5][C:6]([N:8]1[CH2:12][CH2:11][C:10]([C:18]2[CH:19]=[CH:20][C:15]([Cl:14])=[CH:16][CH:17]=2)([OH:13])[CH2:9]1)=[O:7])([CH3:4])([CH3:2])[CH3:3]. The yield is 0.600. (3) The reactants are [Cl:1][C:2]1[N:3]=[CH:4][C:5]2[CH2:6][CH2:7][CH2:8][C:9]3([C:15](=[O:16])[NH:14][C:13](=[O:17])[NH:12]3)[C:10]=2[CH:11]=1.I[CH3:19]. No catalyst specified. The product is [Cl:1][C:2]1[N:3]=[CH:4][C:5]2[CH2:6][CH2:7][CH2:8][C:9]3([C:15](=[O:16])[N:14]([CH3:19])[C:13](=[O:17])[NH:12]3)[C:10]=2[CH:11]=1. The yield is 0.970. (4) The reactants are [C:1]([O:5][C:6]([N:8]1[C:16]2[C:11](=[CH:12][C:13]([CH2:17][CH2:18][CH2:19][CH2:20][CH2:21]O)=[CH:14][CH:15]=2)[CH2:10][CH2:9]1)=[O:7])([CH3:4])([CH3:3])[CH3:2].CS(Cl)(=O)=O.C([N:30]([CH2:33][CH3:34])[CH2:31]C)C.[CH2:35](CN)C=C. The catalyst is C(Cl)Cl.CN(C=O)C. The product is [C:1]([O:5][C:6]([N:8]1[C:16]2[C:11](=[CH:12][C:13]([CH2:17][CH2:18][CH2:19][CH2:20][CH2:21][N:30]([CH2:33][CH:34]=[CH2:35])[CH3:31])=[CH:14][CH:15]=2)[CH2:10][CH2:9]1)=[O:7])([CH3:4])([CH3:3])[CH3:2]. The yield is 0.720. (5) No catalyst specified. The yield is 0.200. The reactants are COC1C=CC(C2CCCOC2[N:15]2[C:23]3[C:18](=[CH:19][C:20]([C:24]4[N:28]=[C:27]([CH2:29][N:30]([CH3:32])[CH3:31])[NH:26][N:25]=4)=[CH:21][CH:22]=3)[CH:17]=[N:16]2)=CC=1.[C:33]1(C)[CH:38]=[CH:37][CH:36]=[CH:35][CH:34]=1.[O:40]1CCOC[CH2:41]1.Cl. The product is [CH3:41][O:40][C:33]1[CH:38]=[CH:37][C:36]([C:17]2[C:18]3[C:23](=[CH:22][CH:21]=[C:20]([C:24]4[N:28]=[C:27]([CH2:29][N:30]([CH3:31])[CH3:32])[NH:26][N:25]=4)[CH:19]=3)[NH:15][N:16]=2)=[CH:35][CH:34]=1.